Dataset: Reaction yield outcomes from USPTO patents with 853,638 reactions. Task: Predict the reaction yield, written as a fraction of the theoretical maximum amount of product (1.0 means a 100% yield; for example, 0.34 means a 34% yield). (1) The reactants are Cl[C:2]1[N:7]=[C:6]([C:8]([O:10][CH2:11][CH3:12])=[O:9])[CH:5]=[CH:4][CH:3]=1.[B-](F)(F)(F)[C:14]([CH3:16])=[CH2:15].[K+].C(=O)([O-])[O-].[K+].[K+].C1(P(C2CCCCC2)C2C=CC=CC=2C2C(OC)=CC=C(S([O-])(=O)=O)C=2OC)CCCCC1.[Na+]. The catalyst is C(O[Pd]OC(=O)C)(=O)C.O1CCOCC1.O. The product is [CH2:15]=[C:14]([C:2]1[N:7]=[C:6]([C:8]([O:10][CH2:11][CH3:12])=[O:9])[CH:5]=[CH:4][CH:3]=1)[CH3:16]. The yield is 1.00. (2) The reactants are [H-].[H-].[H-].[H-].[Li+].[Al+3].C([O:9][C:10]([C:12]1[S:13][CH:14]=[C:15]([C:17]2[CH:22]=[CH:21][C:20]([C:23]([F:26])([F:25])[F:24])=[CH:19][CH:18]=2)[N:16]=1)=O)C. The catalyst is C1COCC1. The product is [F:26][C:23]([F:24])([F:25])[C:20]1[CH:19]=[CH:18][C:17]([C:15]2[N:16]=[C:12]([CH2:10][OH:9])[S:13][CH:14]=2)=[CH:22][CH:21]=1. The yield is 0.700. (3) The reactants are Br[C:2]1[C:10]2[CH:11]=[C:12]3[C:20]([C:21]([CH3:23])([CH3:22])[C:9]=2[C:8]2[C:3]=1[CH:4]=[CH:5][CH:6]([C:24]1[CH:29]=[CH:28][CH:27]=[CH:26][CH:25]=1)[CH:7]=2)=[C:19]1[C:14]([CH:15]=[CH:16][CH:17]=[CH:18]1)=[N:13]3.[C:30]1([C:64]2[CH:69]=[CH:68][CH:67]=[CH:66][CH:65]=2)[CH:35]=[CH:34][C:33]([N:36]([C:52]2[CH:57]=[CH:56][C:55](C3C=CC=CC=3)=[CH:54][CH:53]=2)C2C=CC(B3OC(C)(C)C(C)(C)O3)=CC=2)=[CH:32][CH:31]=1.C(=O)([O-])[O-].[K+].[K+]. The catalyst is C1C=CC([P]([Pd]([P](C2C=CC=CC=2)(C2C=CC=CC=2)C2C=CC=CC=2)([P](C2C=CC=CC=2)(C2C=CC=CC=2)C2C=CC=CC=2)[P](C2C=CC=CC=2)(C2C=CC=CC=2)C2C=CC=CC=2)(C2C=CC=CC=2)C2C=CC=CC=2)=CC=1.C1(C)C=CC=CC=1.C(O)C. The product is [C:6]1([C:24]2[CH:25]=[CH:26][CH:27]=[CH:28][CH:29]=2)[CH:7]=[CH:8][C:3]([N:36]([C:33]2[CH:32]=[CH:31][C:30]([C:64]3[CH:69]=[CH:68][CH:67]=[CH:66][CH:65]=3)=[CH:35][CH:34]=2)[C:52]2[CH:57]=[CH:56][C:55]([C:2]3[C:10]4[CH:11]=[C:12]5[C:20]([C:21]([CH3:23])([CH3:22])[C:9]=4[C:8]4[C:3]=3[CH:4]=[CH:5][CH:6]([C:24]3[CH:29]=[CH:28][CH:27]=[CH:26][CH:25]=3)[CH:7]=4)=[C:19]3[C:14]([CH:15]=[CH:16][CH:17]=[CH:18]3)=[N:13]5)=[CH:54][CH:53]=2)=[CH:4][CH:5]=1. The yield is 0.716. (4) The yield is 0.340. The reactants are C(OC([N:8]1[CH2:11][CH:10]([C:12]2[CH:17]=[C:16]([Cl:18])[C:15]([C:19]3[S:20][C:21]4[C:22](Cl)=[N:23][CH:24]=[CH:25][C:26]=4[N:27]=3)=[C:14]([Cl:29])[CH:13]=2)[CH2:9]1)=O)(C)(C)C.BrCCBr.C[Si](Cl)(C)C.C(OC([N:46]1CC(I)C1)=O)(C)(C)C.ClC1[C:57]2S[C:59](C3C(Cl)=CC(I)=CC=3Cl)=[N:60][C:56]=2[CH:55]=[CH:54][N:53]=1. The product is [NH:8]1[CH2:9][CH:10]([C:12]2[CH:13]=[C:14]([Cl:29])[C:15]([C:19]3[S:20][C:21]4[C:22]([NH:46][C:54]5[CH:55]=[C:56]([CH3:57])[N:60]=[CH:59][N:53]=5)=[N:23][CH:24]=[CH:25][C:26]=4[N:27]=3)=[C:16]([Cl:18])[CH:17]=2)[CH2:11]1. The catalyst is CN(C)C(=O)C.[Zn].C1C=CC(P(C2C=CC=CC=2)[C-]2C=CC=C2)=CC=1.C1C=CC(P(C2C=CC=CC=2)[C-]2C=CC=C2)=CC=1.Cl[Pd]Cl.[Fe+2].C(Cl)Cl.[Cu]I. (5) The reactants are [N:1]1([CH2:6][CH2:7][O:8][C:9]2[CH:10]=[C:11]([NH:15][C:16]3[N:21]=[CH:20][C:19]([NH2:22])=[CH:18][N:17]=3)[CH:12]=[CH:13][CH:14]=2)[CH2:5][CH2:4][CH2:3][CH2:2]1.Br[C:24]1[CH:29]=[C:28]([O:30]C)[CH:27]=[CH:26][C:25]=1[Cl:32].C([O-])([O-])=O.[Cs+].[Cs+].CC1(C)C2C(=C(P(C3C=CC=CC=3)C3C=CC=CC=3)C=CC=2)OC2C(P(C3C=CC=CC=3)C3C=CC=CC=3)=CC=CC1=2.B(Br)(Br)Br.C(Cl)Cl.C([O-])(O)=O.[Na+].Cl. The catalyst is O1CCOCC1.CCOCC.C1C=CC(/C=C/C(/C=C/C2C=CC=CC=2)=O)=CC=1.C1C=CC(/C=C/C(/C=C/C2C=CC=CC=2)=O)=CC=1.C1C=CC(/C=C/C(/C=C/C2C=CC=CC=2)=O)=CC=1.[Pd].[Pd]. The product is [N:1]1([CH2:6][CH2:7][O:8][C:9]2[CH:10]=[C:11]([NH:15][C:16]3[N:17]=[CH:18][C:19]([NH:22][C:24]4[CH:29]=[C:28]([OH:30])[CH:27]=[CH:26][C:25]=4[Cl:32])=[CH:20][N:21]=3)[CH:12]=[CH:13][CH:14]=2)[CH2:5][CH2:4][CH2:3][CH2:2]1. The yield is 0.180. (6) The reactants are [CH3:1][NH2:2].Br[CH2:4][C:5]1[CH:6]=[CH:7][C:8]2[C:14]3[S:15][C:16]([C:18]([N:20]([C:22]4[CH:27]=[CH:26][CH:25]=[CH:24][C:23]=4[Cl:28])[CH3:21])=[O:19])=[CH:17][C:13]=3[CH2:12][CH2:11][O:10][C:9]=2[CH:29]=1.O. The catalyst is CCO. The product is [Cl:28][C:23]1[CH:24]=[CH:25][CH:26]=[CH:27][C:22]=1[N:20]([CH3:21])[C:18]([C:16]1[S:15][C:14]2[C:8]3[CH:7]=[CH:6][C:5]([CH2:4][NH:2][CH3:1])=[CH:29][C:9]=3[O:10][CH2:11][CH2:12][C:13]=2[CH:17]=1)=[O:19]. The yield is 0.428.